Regression. Given a peptide amino acid sequence and an MHC pseudo amino acid sequence, predict their binding affinity value. This is MHC class II binding data. From a dataset of Peptide-MHC class II binding affinity with 134,281 pairs from IEDB. The peptide sequence is IAYQEDEFFECFKYL. The MHC is DRB1_1501 with pseudo-sequence DRB1_1501. The binding affinity (normalized) is 0.0757.